From a dataset of Reaction yield outcomes from USPTO patents with 853,638 reactions. Predict the reaction yield, written as a fraction of the theoretical maximum amount of product (1.0 means a 100% yield; for example, 0.34 means a 34% yield). (1) The reactants are Cl[C:2]1[N:7]=[C:6]([Cl:8])[C:5]([C:9]([F:12])([F:11])[F:10])=[CH:4][N:3]=1.C(OCC)C.[NH2:18][C:19]1[CH:24]=[CH:23][C:22]([CH:25]2[CH2:30][CH2:29][N:28]([C:31]([O:33][C:34]([CH3:37])([CH3:36])[CH3:35])=[O:32])[CH2:27][CH2:26]2)=[CH:21][C:20]=1[O:38][C:39]([F:42])([F:41])[F:40].CCN(CC)CC. The catalyst is [Cl-].[Cl-].[Zn+2].ClCCCl.CC(O)(C)C. The product is [Cl:8][C:6]1[C:5]([C:9]([F:12])([F:11])[F:10])=[CH:4][N:3]=[C:2]([NH:18][C:19]2[CH:24]=[CH:23][C:22]([CH:25]3[CH2:30][CH2:29][N:28]([C:31]([O:33][C:34]([CH3:37])([CH3:36])[CH3:35])=[O:32])[CH2:27][CH2:26]3)=[CH:21][C:20]=2[O:38][C:39]([F:42])([F:40])[F:41])[N:7]=1. The yield is 0.330. (2) The reactants are [Cl:1][C:2]([Cl:28])([Cl:27])[CH2:3][O:4][C:5]([C@@H:7]1[CH2:12][CH2:11][CH2:10][N:9]([C:13]([O:15]C(C)(C)C)=O)[N:8]1C(OC(C)(C)C)=O)=[O:6].FC(F)(F)C(O)=O.[C:36]([O:40][C:41](=[O:65])[CH2:42][C@@H:43](C(O)=O)[NH:44][C:45]([O:47][CH2:48][CH:49]1[C:61]2[C:56](=[CH:57][CH:58]=[CH:59][CH:60]=2)[C:55]2[C:50]1=[CH:51][CH:52]=[CH:53][CH:54]=2)=[O:46])([CH3:39])([CH3:38])[CH3:37].C(N(CC)C(C)C)(C)C.C[NH3+].F[P-](F)(F)(F)(F)F.N1(OC(N(C)C)=[N+](C)C)C2N=CC=CC=2N=N1.F[P-](F)(F)(F)(F)F. The catalyst is ClCCl.C(#N)C. The product is [Cl:28][C:2]([Cl:1])([Cl:27])[CH2:3][O:4][C:5]([C@@H:7]1[CH2:12][CH2:11][CH2:10][N:9]([C:13](=[O:15])[C@@H:43]([NH:44][C:45]([O:47][CH2:48][CH:49]2[C:50]3[CH:51]=[CH:52][CH:53]=[CH:54][C:55]=3[C:56]3[C:61]2=[CH:60][CH:59]=[CH:58][CH:57]=3)=[O:46])[CH2:42][C:41]([O:40][C:36]([CH3:39])([CH3:38])[CH3:37])=[O:65])[NH:8]1)=[O:6]. The yield is 0.880. (3) The reactants are [Cl:1][C:2]1[CH:3]=[C:4]([NH:9][NH2:10])[CH:5]=[CH:6][C:7]=1[F:8].[I:11][C:12]1[CH:17]=[CH:16][C:15]([N:18]2[CH2:23][CH2:22][CH:21]([C:24](=O)[C:25]([F:28])([F:27])[F:26])[C:20](=O)[C:19]2=[O:31])=[CH:14][CH:13]=1.C(O)C.Cl. The catalyst is C(OC(=O)C)C. The product is [Cl:1][C:2]1[CH:3]=[C:4]([N:9]2[C:20]3[C:19](=[O:31])[N:18]([C:15]4[CH:16]=[CH:17][C:12]([I:11])=[CH:13][CH:14]=4)[CH2:23][CH2:22][C:21]=3[C:24]([C:25]([F:28])([F:26])[F:27])=[N:10]2)[CH:5]=[CH:6][C:7]=1[F:8]. The yield is 0.750. (4) The reactants are [C:1](=[O:16])([O:14][CH3:15])[O:2][C:3]1[CH:8]=[C:7]([N+:9]([O-])=O)[C:6]([F:12])=[CH:5][C:4]=1[Cl:13]. The catalyst is CO.[OH-].[OH-].[Pd+2]. The product is [ClH:13].[C:1](=[O:16])([O:14][CH3:15])[O:2][C:3]1[CH:4]=[CH:5][C:6]([F:12])=[C:7]([NH2:9])[CH:8]=1. The yield is 0.860. (5) The reactants are C([O:9][CH:10]1[C:14]([F:16])([CH3:15])[CH:13]([N:17]2[CH:22]=[CH:21][C:20]([NH:23]C(=O)C3C=CC=CC=3)=[N:19][C:18]2=[O:32])[O:12][CH:11]1[CH2:33][O:34]C(=O)C1C=CC=CC=1)(=O)C1C=CC=CC=1.C[O-].[Na+]. The catalyst is CO. The product is [NH2:23][C:20]1[CH:21]=[CH:22][N:17]([CH:13]2[C:14]([F:16])([CH3:15])[CH:10]([OH:9])[CH:11]([CH2:33][OH:34])[O:12]2)[C:18](=[O:32])[N:19]=1. The yield is 0.889. (6) The reactants are [Cl:1][C:2]1[CH:3]=[C:4]([CH:14]=[CH:15][CH:16]=1)[CH2:5][O:6][C:7]1[CH:8]=[C:9]([CH:11]=[CH:12][CH:13]=1)[NH2:10].O.C1COCC1.[Cl:23][C:24]1[CH:25]=[C:26](/[CH:30]=[CH:31]/[S:32](Cl)(=[O:34])=[O:33])[CH:27]=[CH:28][CH:29]=1.C([O-])([O-])=O.[Na+].[Na+]. The catalyst is O. The product is [Cl:1][C:2]1[CH:3]=[C:4]([CH:14]=[CH:15][CH:16]=1)[CH2:5][O:6][C:7]1[CH:8]=[C:9]([NH:10][S:32](/[CH:31]=[CH:30]/[C:26]2[CH:27]=[CH:28][CH:29]=[C:24]([Cl:23])[CH:25]=2)(=[O:33])=[O:34])[CH:11]=[CH:12][CH:13]=1. The yield is 0.840. (7) The reactants are Br[CH:2]1[CH2:11][CH2:10][C:9]2[CH:8]=[C:7]([C:12]#[N:13])[CH:6]=[CH:5][C:4]=2[C:3]1=O.[CH2:15]([C:17]([NH:22][C:23]([NH2:25])=[S:24])([CH2:20][OH:21])[CH2:18][CH3:19])[CH3:16]. The catalyst is C(O)C.C(OCC)(=O)C. The product is [CH2:15]([C:17]([NH:22][C:23]1[S:24][C:2]2[CH2:11][CH2:10][C:9]3[C:4](=[CH:5][CH:6]=[C:7]([C:12]#[N:13])[CH:8]=3)[C:3]=2[N:25]=1)([CH2:20][OH:21])[CH2:18][CH3:19])[CH3:16]. The yield is 0.550.